Task: Predict the reaction yield, written as a fraction of the theoretical maximum amount of product (1.0 means a 100% yield; for example, 0.34 means a 34% yield).. Dataset: Reaction yield outcomes from USPTO patents with 853,638 reactions (1) The product is [CH3:28][C:26]1[CH:25]=[CH:24][N:23]=[C:22]([NH:21][C:15]2[S:16][C:17]([C:18](=[O:20])[CH3:19])=[C:13]([C:11]3[CH:12]=[N:8][NH:9][CH:10]=3)[N:14]=2)[N:27]=1. The catalyst is C(O)(C(F)(F)F)=O. The reactants are COC1C=CC(C[N:8]2[CH:12]=[C:11]([C:13]3[N:14]=[C:15]([NH:21][C:22]4[N:27]=[C:26]([CH3:28])[CH:25]=[CH:24][N:23]=4)[S:16][C:17]=3[C:18](=[O:20])[CH3:19])[CH:10]=[N:9]2)=CC=1.FC(F)(F)S(O)(=O)=O.C([O-])([O-])=O.[Na+].[Na+]. The yield is 0.560. (2) The reactants are [Si]([O:8][CH2:9][CH2:10][N:11]1[CH2:16][CH2:15][N:14]([C:17]2[CH:18]=[CH:19][C:20]([NH:23][C:24]3[N:25]=[CH:26][C:27]4[C:32]5[CH:33]=[CH:34][N:35]=[CH:36][C:31]=5[N:30]([CH:37]5[CH2:41][CH2:40][CH2:39][CH2:38]5)[C:28]=4[N:29]=3)=[N:21][CH:22]=2)[CH2:13][CH2:12]1)(C(C)(C)C)(C)C.[F-].C([N+](CCCC)(CCCC)CCCC)CCC.C(OCC)C. The catalyst is C1COCC1.CO.Cl. The product is [CH:37]1([N:30]2[C:28]3[N:29]=[C:24]([NH:23][C:20]4[N:21]=[CH:22][C:17]([N:14]5[CH2:15][CH2:16][N:11]([CH2:10][CH2:9][OH:8])[CH2:12][CH2:13]5)=[CH:18][CH:19]=4)[N:25]=[CH:26][C:27]=3[C:32]3[CH:33]=[CH:34][N:35]=[CH:36][C:31]2=3)[CH2:38][CH2:39][CH2:40][CH2:41]1. The yield is 0.790. (3) The yield is 0.900. The catalyst is CCO.CO.[OH-].[OH-].[Pd+2]. The reactants are Cl.[CH3:2][O:3][C:4]1[CH:5]=[C:6]2[C:11](=[CH:12][CH:13]=1)[C:10]([C:14]1[CH:27]=[CH:26][C:17]([O:18][CH2:19][CH2:20][N:21]3[CH2:25][CH2:24][CH2:23][CH2:22]3)=[CH:16][CH:15]=1)=[C:9]([C:28]1[CH:33]=[CH:32][CH:31]=[CH:30][CH:29]=1)[CH2:8][CH2:7]2. The product is [CH3:2][O:3][C:4]1[CH:5]=[C:6]2[C:11](=[CH:12][CH:13]=1)[C@@H:10]([C:14]1[CH:27]=[CH:26][C:17]([O:18][CH2:19][CH2:20][N:21]3[CH2:25][CH2:24][CH2:23][CH2:22]3)=[CH:16][CH:15]=1)[C@@H:9]([C:28]1[CH:33]=[CH:32][CH:31]=[CH:30][CH:29]=1)[CH2:8][CH2:7]2. (4) The reactants are C([O:9][C@@H:10]1[C@@H:14]([CH2:15][OH:16])[CH:13]=[CH:12][C@@H:11]1[O:17]C(=O)C1C=CC=CC=1)(=O)C1C=CC=CC=1.C[O-].[Na+]. The catalyst is CO. The product is [OH:16][CH2:15][C@@H:14]1[C@@H:10]([OH:9])[C@@H:11]([OH:17])[CH:12]=[CH:13]1. The yield is 0.710.